From a dataset of Reaction yield outcomes from USPTO patents with 853,638 reactions. Predict the reaction yield, written as a fraction of the theoretical maximum amount of product (1.0 means a 100% yield; for example, 0.34 means a 34% yield). (1) The reactants are [I:1][C:2]1[CH:8]=[C:7]([N+:9]([O-:11])=[O:10])[CH:6]=[C:5]([I:12])[C:3]=1N.OS(O)(=O)=O.N([O-])=O.[Na+]. The catalyst is C(O)C. The product is [I:1][C:2]1[CH:8]=[C:7]([N+:9]([O-:11])=[O:10])[CH:6]=[C:5]([I:12])[CH:3]=1. The yield is 0.720. (2) The reactants are [Cl:1][C:2]1[CH:37]=[CH:36][C:5]([CH2:6][O:7][C:8]2[C:33]([F:34])=[CH:32][C:11]([CH2:12][C:13]3[C:21]4[C:16](=[N:17][CH:18]=[CH:19][CH:20]=4)[N:15]([Si](C(C)C)(C(C)C)C(C)C)[CH:14]=3)=[C:10]([F:35])[CH:9]=2)=[CH:4][CH:3]=1.[F-].C([N+](CCCC)(CCCC)CCCC)CCC. The catalyst is O1CCCC1. The product is [Cl:1][C:2]1[CH:3]=[CH:4][C:5]([CH2:6][O:7][C:8]2[C:33]([F:34])=[CH:32][C:11]([CH2:12][C:13]3[C:21]4[C:16](=[N:17][CH:18]=[CH:19][CH:20]=4)[NH:15][CH:14]=3)=[C:10]([F:35])[CH:9]=2)=[CH:36][CH:37]=1. The yield is 0.289. (3) The reactants are [CH3:1][O:2][CH2:3][CH2:4][O:5][CH2:6][C:7]([C:10]1[CH:15]=[CH:14][C:13]([N+:16]([O-])=O)=[CH:12][CH:11]=1)([CH3:9])[CH3:8]. The catalyst is CO.[Ni]. The product is [CH3:1][O:2][CH2:3][CH2:4][O:5][CH2:6][C:7]([C:10]1[CH:15]=[CH:14][C:13]([NH2:16])=[CH:12][CH:11]=1)([CH3:9])[CH3:8]. The yield is 0.770. (4) The reactants are [NH2:1][C:2]1[C:3]2[N:4]([C:11]([C@@H:15]3[CH2:23][CH2:22][C@@H:21]4[N:17]([C:18](=[O:24])[CH2:19][CH2:20]4)[CH2:16]3)=[N:12][C:13]=2[Br:14])[CH:5]([F:10])[CH:6](OC)[N:7]=1. The catalyst is N1C=CC=CC=1. The product is [NH2:1][C:2]1[C:3]2[N:4]([C:11]([C@@H:15]3[CH2:23][CH2:22][C@@H:21]4[N:17]([C:18](=[O:24])[CH2:19][CH2:20]4)[CH2:16]3)=[N:12][C:13]=2[Br:14])[C:5]([F:10])=[CH:6][N:7]=1. The yield is 0.406. (5) The reactants are [C:1]([C:5]1[CH:10]=[CH:9][CH:8]=[C:7]([CH2:11][CH3:12])[CH:6]=1)([CH3:4])([CH3:3])[CH3:2].[Br:13]N1C(=O)CCC1=O. The catalyst is C(Cl)(Cl)(Cl)Cl.C(OOC(=O)C1C=CC=CC=1)(=O)C1C=CC=CC=1. The product is [Br:13][CH:11]([C:7]1[CH:8]=[CH:9][CH:10]=[C:5]([C:1]([CH3:4])([CH3:3])[CH3:2])[CH:6]=1)[CH3:12]. The yield is 0.950.